Dataset: Catalyst prediction with 721,799 reactions and 888 catalyst types from USPTO. Task: Predict which catalyst facilitates the given reaction. Reactant: [C:1]([N:4]1[CH2:7][CH:6]([C:8]2[CH:9]=[C:10]3[C:16]([C:17]([O:19]C)=O)=[N:15][N:14]([C:21]4[CH:26]=[CH:25][CH:24]=[C:23]([Br:27])[CH:22]=4)[C:11]3=[N:12][CH:13]=2)[CH2:5]1)(=[O:3])[CH3:2].C([NH2:30])=O.C[O-].[Na+]. Product: [C:1]([N:4]1[CH2:7][CH:6]([C:8]2[CH:9]=[C:10]3[C:16]([C:17]([NH2:30])=[O:19])=[N:15][N:14]([C:21]4[CH:26]=[CH:25][CH:24]=[C:23]([Br:27])[CH:22]=4)[C:11]3=[N:12][CH:13]=2)[CH2:5]1)(=[O:3])[CH3:2]. The catalyst class is: 9.